Dataset: Reaction yield outcomes from USPTO patents with 853,638 reactions. Task: Predict the reaction yield, written as a fraction of the theoretical maximum amount of product (1.0 means a 100% yield; for example, 0.34 means a 34% yield). (1) The reactants are [Cl:1][C:2]1[CH:7]=[C:6]([F:8])[CH:5]=[CH:4][C:3]=1[C@@H:9]1[C:14]([C:15]([O:17][C@H:18]([CH3:25])[C:19]([O:21][CH:22]([CH3:24])[CH3:23])=[O:20])=[O:16])=[C:13]([CH2:26]Br)[NH:12][C:11]([C:28]2[S:29][CH:30]=[CH:31][N:32]=2)=[N:10]1.[NH:33]1[CH2:38][CH2:37][O:36][CH2:35][CH2:34]1. The catalyst is C(O)(C)C. The product is [Cl:1][C:2]1[CH:7]=[C:6]([F:8])[CH:5]=[CH:4][C:3]=1[C@@H:9]1[C:14]([C:15]([O:17][C@H:18]([CH3:25])[C:19]([O:21][CH:22]([CH3:24])[CH3:23])=[O:20])=[O:16])=[C:13]([CH2:26][N:33]2[CH2:38][CH2:37][O:36][CH2:35][CH2:34]2)[NH:12][C:11]([C:28]2[S:29][CH:30]=[CH:31][N:32]=2)=[N:10]1. The yield is 0.600. (2) The reactants are [OH:1][C@H:2]([CH2:26][OH:27])[CH2:3][N:4]1[C:9](=[O:10])[C:8]2[C:11]([NH:17][C:18]3[CH:23]=[CH:22][C:21]([I:24])=[CH:20][C:19]=3[F:25])=[CH:12][C:13](=[O:16])[N:14]([CH3:15])[C:7]=2[N:6]=[CH:5]1.[B-](F)(F)(F)[F:29].[B-](F)(F)(F)F.C1[N+]2(CCl)CC[N+](F)(CC2)C1. The catalyst is CN(C=O)C.C(#N)C. The product is [OH:1][C@H:2]([CH2:26][OH:27])[CH2:3][N:4]1[C:9](=[O:10])[C:8]2[C:11]([NH:17][C:18]3[CH:23]=[CH:22][C:21]([I:24])=[CH:20][C:19]=3[F:25])=[C:12]([F:29])[C:13](=[O:16])[N:14]([CH3:15])[C:7]=2[N:6]=[CH:5]1. The yield is 0.250. (3) The reactants are [Si:1](Cl)([C:4]([CH3:7])([CH3:6])[CH3:5])([CH3:3])[CH3:2].[Br:9][C:10]1[CH:15]=[CH:14][C:13]([CH2:16][OH:17])=[CH:12][CH:11]=1.N1C=CN=C1. The product is [Br:9][C:10]1[CH:15]=[CH:14][C:13]([CH2:16][O:17][Si:1]([C:4]([CH3:7])([CH3:6])[CH3:5])([CH3:3])[CH3:2])=[CH:12][CH:11]=1. The yield is 1.00. The catalyst is CN(C=O)C. (4) The reactants are [Br:1][C:2]1[S:3][C:4]([CH:8]=[O:9])=[C:5]([Br:7])[N:6]=1.[BH4-].[Na+].O. The catalyst is CO. The product is [Br:1][C:2]1[S:3][C:4]([CH2:8][OH:9])=[C:5]([Br:7])[N:6]=1. The yield is 0.770. (5) The reactants are [F:1][C:2]1[CH:3]=[C:4]2[C:9](=[CH:10][CH:11]=1)[N:8]=[CH:7][CH:6]=[C:5]2[O:12][C:13]1[CH:18]=[CH:17][C:16]([CH:19]([CH3:23])[C:20]([OH:22])=O)=[C:15]([O:24][CH3:25])[CH:14]=1.[NH2:26][C:27]1[CH:28]=[N:29][N:30]([CH2:32][CH3:33])[CH:31]=1. No catalyst specified. The product is [CH2:32]([N:30]1[CH:31]=[C:27]([NH:26][C:20](=[O:22])[CH:19]([C:16]2[CH:17]=[CH:18][C:13]([O:12][C:5]3[C:4]4[C:9](=[CH:10][CH:11]=[C:2]([F:1])[CH:3]=4)[N:8]=[CH:7][CH:6]=3)=[CH:14][C:15]=2[O:24][CH3:25])[CH3:23])[CH:28]=[N:29]1)[CH3:33]. The yield is 0.390. (6) The reactants are [C:1]([OH:5])(=O)[CH2:2][OH:3].CN(C(ON1N=NC2C=CC=NC1=2)=[N+](C)C)C.F[P-](F)(F)(F)(F)F.CCN(C(C)C)C(C)C.[NH2:39][CH2:40][CH2:41][NH:42][C:43]1[N:48]=[C:47]([C:49]2[S:53][C:52]([C:54]([CH3:57])([CH3:56])[CH3:55])=[N:51][C:50]=2[C:58]2[C:59]([F:76])=[C:60]([NH:64][S:65]([C:68]3[CH:73]=[C:72]([F:74])[CH:71]=[CH:70][C:69]=3[F:75])(=[O:67])=[O:66])[CH:61]=[CH:62][CH:63]=2)[CH:46]=[CH:45][N:44]=1. The catalyst is CN(C=O)C.CCOC(C)=O. The product is [F:75][C:69]1[CH:70]=[CH:71][C:72]([F:74])=[CH:73][C:68]=1[S:65]([NH:64][C:60]1[C:59]([F:76])=[C:58]([C:50]2[N:51]=[C:52]([C:54]([CH3:56])([CH3:55])[CH3:57])[S:53][C:49]=2[C:47]2[CH:46]=[CH:45][N:44]=[C:43]([NH:42][CH2:41][CH2:40][NH:39][C:1](=[O:5])[CH2:2][OH:3])[N:48]=2)[CH:63]=[CH:62][CH:61]=1)(=[O:67])=[O:66]. The yield is 0.440. (7) The reactants are I[C:2]1[CH:7]=[CH:6][CH:5]=[C:4]([I:8])[CH:3]=1.[NH:9]1[CH2:14][CH2:13][O:12][CH2:11][CH2:10]1.P([O-])([O-])([O-])=O.[K+].[K+].[K+].C(O)CO. The catalyst is C(O)(C)C.[Cu]I. The product is [I:8][C:4]1[CH:3]=[C:2]([N:9]2[CH2:14][CH2:13][O:12][CH2:11][CH2:10]2)[CH:7]=[CH:6][CH:5]=1. The yield is 0.410. (8) The reactants are [F:1][C:2]1[CH:17]=[C:16]2[C:5]([CH2:6][C:7]3[C:15]4[CH:14]=[CH:13][CH:12]=[CH:11][C:10]=4[NH:9][C:8]=32)=[CH:4][CH:3]=1.[OH-].[Na+].I[CH3:21]. The catalyst is C1C=CC=CC=1.[I-].C([N+](CCCC)(CCCC)CCCC)CCC.O. The product is [F:1][C:2]1[CH:17]=[C:16]2[C:5]([CH2:6][C:7]3[C:15]4[CH:14]=[CH:13][CH:12]=[CH:11][C:10]=4[N:9]([CH3:21])[C:8]=32)=[CH:4][CH:3]=1. The yield is 0.710. (9) The reactants are [Cl:1][C:2]1[CH:8]=[CH:7][C:5]([NH2:6])=[C:4]([I:9])[CH:3]=1.[CH:10]1[CH:15]=[CH:14][C:13]([CH:16](Br)[C:17]2[CH:22]=[CH:21][CH:20]=[CH:19][CH:18]=2)=[CH:12][CH:11]=1.CCN(C(C)C)C(C)C. The catalyst is CN(C=O)C. The product is [CH:16]([NH:6][C:5]1[CH:7]=[CH:8][C:2]([Cl:1])=[CH:3][C:4]=1[I:9])([C:13]1[CH:14]=[CH:15][CH:10]=[CH:11][CH:12]=1)[C:17]1[CH:22]=[CH:21][CH:20]=[CH:19][CH:18]=1. The yield is 0.970.